This data is from Forward reaction prediction with 1.9M reactions from USPTO patents (1976-2016). The task is: Predict the product of the given reaction. (1) Given the reactants [F:1][C:2]1[CH:3]=[C:4]([CH:6]=[CH:7][C:8]=1[O:9][CH3:10])[NH2:5].CC[O:13][CH:14]=[C:15]([C:21](OCC)=O)[C:16]([O:18][CH2:19][CH3:20])=[O:17], predict the reaction product. The product is: [F:1][C:2]1[CH:3]=[C:4]2[C:6]([C:14](=[O:13])[C:15]([C:16]([O:18][CH2:19][CH3:20])=[O:17])=[CH:21][NH:5]2)=[CH:7][C:8]=1[O:9][CH3:10]. (2) Given the reactants [Cl:1][C:2]1[CH:3]=[C:4]([CH3:30])[C:5]([CH2:8][N:9]([CH2:19][C:20]2[CH:27]=[CH:26][C:23]([C:24]#[N:25])=[CH:22][C:21]=2[CH2:28][OH:29])[C:10]([CH3:18])([C:12]2[CH:17]=[CH:16][CH:15]=[CH:14][N:13]=2)[CH3:11])=[N:6][CH:7]=1.[Li+].[BH4-].[OH-].[Na+].C(Cl)Cl, predict the reaction product. The product is: [NH2:25][CH2:24][C:23]1[CH:26]=[CH:27][C:20]([CH2:19][N:9]([CH2:8][C:5]2[C:4]([CH3:30])=[CH:3][C:2]([Cl:1])=[CH:7][N:6]=2)[C:10]([CH3:18])([C:12]2[CH:17]=[CH:16][CH:15]=[CH:14][N:13]=2)[CH3:11])=[C:21]([CH2:28][OH:29])[CH:22]=1. (3) Given the reactants Br[C:2]1[O:3][C:4]([C:7]([O:9][CH2:10][CH3:11])=[O:8])=[CH:5][N:6]=1.[NH:12]1[CH2:17][CH2:16][CH2:15][CH2:14][CH2:13]1.FC(C1C=CC=CC=1)(F)F, predict the reaction product. The product is: [N:12]1([C:2]2[O:3][C:4]([C:7]([O:9][CH2:10][CH3:11])=[O:8])=[CH:5][N:6]=2)[CH2:17][CH2:16][CH2:15][CH2:14][CH2:13]1. (4) The product is: [CH2:1]([O:3][C:4]1[CH:5]=[C:6]([N:10]2[CH:39]=[C:40]([C:34]([OH:33])=[O:51])[N:12]=[C:11]2[C:13]2[CH:18]=[CH:17][C:16]([F:19])=[CH:15][C:14]=2[F:20])[CH:7]=[CH:8][CH:9]=1)[CH3:2]. Given the reactants [CH2:1]([O:3][C:4]1[CH:5]=[C:6]([NH:10][C:11]([C:13]2[CH:18]=[CH:17][C:16]([F:19])=[CH:15][C:14]=2[F:20])=[NH:12])[CH:7]=[CH:8][CH:9]=1)[CH3:2].C[Si]([N-][Si](C)(C)C)(C)C.[Na+].C([O:33][C:34]1C=C(C=[CH:39][CH:40]=1)N)C.FC1C=C(F)C=CC=1C#N.[O:51]1CCCC1, predict the reaction product. (5) Given the reactants [Cl:1][C:2]1[CH:7]=[C:6]([C:8]([F:11])([F:10])[F:9])[CH:5]=[C:4]([Cl:12])[C:3]=1[NH:13][N:14]=[CH:15][CH2:16][C:17]#[N:18].[Cl:19][C:20]1[CH:25]=[C:24]([C:26]([F:29])([F:28])[F:27])[CH:23]=[C:22]([Cl:30])[C:21]=1[NH:31][NH:32][CH2:33][CH2:34][C:35]#[N:36], predict the reaction product. The product is: [Cl:1][C:2]1[CH:7]=[C:6]([C:8]([F:10])([F:9])[F:11])[CH:5]=[C:4]([Cl:12])[C:3]=1[NH:13][N:14]=[CH:15][CH2:16][C:17]#[N:18].[Cl:19][C:20]1[CH:25]=[C:24]([C:26]([F:28])([F:27])[F:29])[CH:23]=[C:22]([Cl:30])[C:21]=1[N:31]=[N:32][CH2:33][CH2:34][C:35]#[N:36]. (6) Given the reactants [CH3:1][N:2]1[CH2:7][CH2:6][N:5]([C:8]2[CH:13]=[C:12]([N:14]3[CH:23]([CH3:24])[CH2:22][C:21]4[C:16](=[CH:17][C:18](B5OC(C)(C)C(C)(C)O5)=[CH:19][CH:20]=4)[CH2:15]3)[N:11]=[C:10]([NH2:34])[N:9]=2)[CH2:4][CH2:3]1.Br[C:36]1[CH:37]=[C:38]2[N:44]=[CH:43][NH:42][C:39]2=[N:40][CH:41]=1, predict the reaction product. The product is: [N:44]1[C:38]2[C:39](=[N:40][CH:41]=[C:36]([C:18]3[CH:17]=[C:16]4[C:21]([CH2:22][CH:23]([CH3:24])[N:14]([C:12]5[CH:13]=[C:8]([N:5]6[CH2:4][CH2:3][N:2]([CH3:1])[CH2:7][CH2:6]6)[N:9]=[C:10]([NH2:34])[N:11]=5)[CH2:15]4)=[CH:20][CH:19]=3)[CH:37]=2)[NH:42][CH:43]=1. (7) Given the reactants [Si:1]([O:8]S(C(F)(F)F)(=O)=O)([C:4]([CH3:7])([CH3:6])[CH3:5])([CH3:3])[CH3:2].O[C@@H:17]1[N:23]([C:24]([O:26][CH2:27][CH:28]=[CH2:29])=[O:25])[C:22]2[CH:30]=[C:31]([O:36][Si:37]([CH:44]([CH3:46])[CH3:45])([CH:41]([CH3:43])[CH3:42])[CH:38]([CH3:40])[CH3:39])[C:32]([O:34][CH3:35])=[CH:33][C:21]=2[C:20](=[O:47])[N:19]2[CH:48]=[C:49]([CH3:51])[CH2:50][C@@H:18]12.N1C(C)=CC=CC=1C, predict the reaction product. The product is: [Si:1]([O:8][C@@H:17]1[N:23]([C:24]([O:26][CH2:27][CH:28]=[CH2:29])=[O:25])[C:22]2[CH:30]=[C:31]([O:36][Si:37]([CH:41]([CH3:42])[CH3:43])([CH:44]([CH3:46])[CH3:45])[CH:38]([CH3:39])[CH3:40])[C:32]([O:34][CH3:35])=[CH:33][C:21]=2[C:20](=[O:47])[N:19]2[CH:48]=[C:49]([CH3:51])[CH2:50][C@@H:18]12)([C:4]([CH3:7])([CH3:6])[CH3:5])([CH3:3])[CH3:2].